The task is: Predict the product of the given reaction.. This data is from Forward reaction prediction with 1.9M reactions from USPTO patents (1976-2016). Given the reactants F[C:2]1[CH:7]=[CH:6][CH:5]=[CH:4][C:3]=1[C:8]1[C:17]2[C:12](=[CH:13][CH:14]=[CH:15][CH:16]=2)[CH:11]=[CH:10][C:9]=1[OH:18].CN1CCCC1=O.C(=O)([O-])[O-].[K+].[K+], predict the reaction product. The product is: [CH:16]1[C:17]2[C:8]3[C:3]4[CH:4]=[CH:5][CH:6]=[CH:7][C:2]=4[O:18][C:9]=3[CH:10]=[CH:11][C:12]=2[CH:13]=[CH:14][CH:15]=1.